Dataset: Full USPTO retrosynthesis dataset with 1.9M reactions from patents (1976-2016). Task: Predict the reactants needed to synthesize the given product. Given the product [OH:34][NH:33][C:13](=[O:14])[C:12]([S:9]([C:6]1[CH:7]=[CH:8][C:3]([O:2][CH3:1])=[CH:4][CH:5]=1)(=[O:11])=[O:10])([CH2:24][C:25]#[C:26][CH2:27][CH2:28][CH2:29][CH2:30][CH3:31])[CH2:16][C:17]#[C:18][CH2:19][CH2:20][CH2:21][CH2:22][CH3:23], predict the reactants needed to synthesize it. The reactants are: [CH3:1][O:2][C:3]1[CH:8]=[CH:7][C:6]([S:9]([C:12]([CH2:24][C:25]#[C:26][CH2:27][CH2:28][CH2:29][CH2:30][CH3:31])([CH2:16][C:17]#[C:18][CH2:19][CH2:20][CH2:21][CH2:22][CH3:23])[C:13](O)=[O:14])(=[O:11])=[O:10])=[CH:5][CH:4]=1.Cl.[NH2:33][OH:34].[K+].[Br-].